This data is from Catalyst prediction with 721,799 reactions and 888 catalyst types from USPTO. The task is: Predict which catalyst facilitates the given reaction. (1) Reactant: [F:1][CH2:2][CH2:3][CH2:4][O:5][C:6]1[CH:14]=[C:13]2[C:9]([CH2:10][C:11]3([CH2:20][CH2:19][C:18](=[O:21])[CH2:17][CH2:16]3)[C:12]2=[O:15])=[CH:8][CH:7]=1.CO.[B-][N+](C)(C)C.O.C(O)(=O)CC(CC(O)=O)(C(O)=O)O. Product: [F:1][CH2:2][CH2:3][CH2:4][O:5][C:6]1[CH:14]=[C:13]2[C:9]([CH2:10][C:11]3([CH2:16][CH2:17][CH:18]([OH:21])[CH2:19][CH2:20]3)[C:12]2=[O:15])=[CH:8][CH:7]=1. The catalyst class is: 30. (2) Reactant: [Cl:1][C:2]1[CH:17]=[CH:16][C:5]([CH2:6][C:7]2[O:11][N:10]=[C:9]([C:12]([O:14]C)=[O:13])[CH:8]=2)=[CH:4][CH:3]=1.[OH-].[Na+]. Product: [Cl:1][C:2]1[CH:3]=[CH:4][C:5]([CH2:6][C:7]2[O:11][N:10]=[C:9]([C:12]([OH:14])=[O:13])[CH:8]=2)=[CH:16][CH:17]=1. The catalyst class is: 20. (3) Reactant: CC(C)=O.[CH3:5][N:6]1[C:10]([C:11]2[CH:16]=[C:15]([C@@H:17]([NH:21][C:22](=[O:28])[O:23][C:24]([CH3:27])([CH3:26])[CH3:25])[CH2:18][CH:19]=[CH2:20])[CH:14]=[CH:13][N:12]=2)=[C:9]([N+:29]([O-])=O)[CH:8]=[N:7]1.[NH4+].[Cl-]. Product: [NH2:29][C:9]1[CH:8]=[N:7][N:6]([CH3:5])[C:10]=1[C:11]1[CH:16]=[C:15]([C@@H:17]([NH:21][C:22](=[O:28])[O:23][C:24]([CH3:26])([CH3:25])[CH3:27])[CH2:18][CH:19]=[CH2:20])[CH:14]=[CH:13][N:12]=1. The catalyst class is: 739. (4) Reactant: [NH:1]1[C:9]2[C:4](=[CH:5][CH:6]=[CH:7][CH:8]=2)[C:3]([C:10]([O:12][CH3:13])=[O:11])=[N:2]1.[F:14][C:15]1[CH:22]=[CH:21][CH:20]=[CH:19][C:16]=1[CH2:17]Br.C(=O)([O-])[O-].[Cs+].[Cs+]. Product: [F:14][C:15]1[CH:22]=[CH:21][CH:20]=[CH:19][C:16]=1[CH2:17][N:1]1[C:9]2[C:4](=[CH:5][CH:6]=[CH:7][CH:8]=2)[C:3]([C:10]([O:12][CH3:13])=[O:11])=[N:2]1. The catalyst class is: 9. (5) Reactant: I[C:2]1[C:10]2[C:5](=[N:6][CH:7]=[N:8][C:9]=2[NH2:11])[N:4]([CH:12]2[CH2:17][CH2:16][CH2:15][N:14]([CH2:18][CH2:19][O:20][CH3:21])[CH2:13]2)[N:3]=1.[CH3:22][C:23]1[CH:24]=[C:25]([CH3:48])[C:26]2[O:30][C:29]([NH:31][C:32]3[CH:37]=[CH:36][C:35](B4OC(C)(C)C(C)(C)O4)=[CH:34][CH:33]=3)=[N:28][C:27]=2[CH:47]=1.C(=O)([O-])[O-].[Na+].[Na+]. Product: [NH2:11][C:9]1[N:8]=[CH:7][N:6]=[C:5]2[N:4]([CH:12]3[CH2:17][CH2:16][CH2:15][N:14]([CH2:18][CH2:19][O:20][CH3:21])[CH2:13]3)[N:3]=[C:2]([C:35]3[CH:34]=[CH:33][C:32]([NH:31][C:29]4[O:30][C:26]5[C:25]([CH3:48])=[CH:24][C:23]([CH3:22])=[CH:47][C:27]=5[N:28]=4)=[CH:37][CH:36]=3)[C:10]=12. The catalyst class is: 108. (6) Reactant: [F:1][C:2]1[CH:21]=[CH:20][C:5]2[C:6]([C:9]3[CH:14]=[CH:13][C:12]([O:15][CH2:16][C@H:17]4[CH2:19][O:18]4)=[CH:11][CH:10]=3)=[N:7][O:8][C:4]=2[CH:3]=1.[Cl:22][C:23]1[CH:30]=[CH:29][C:26]([CH2:27][NH2:28])=[CH:25][CH:24]=1. Product: [Cl:22][C:23]1[CH:30]=[CH:29][C:26]([CH2:27][NH:28][CH2:19][C@@H:17]([OH:18])[CH2:16][O:15][C:12]2[CH:11]=[CH:10][C:9]([C:6]3[C:5]4[CH:20]=[CH:21][C:2]([F:1])=[CH:3][C:4]=4[O:8][N:7]=3)=[CH:14][CH:13]=2)=[CH:25][CH:24]=1. The catalyst class is: 737. (7) Reactant: [C:1](=[O:4])([OH:3])[O-:2].[Ca+2:5].[C:6](=[O:9])([OH:8])[O-:7].[Ca].[Mg:11].C(=O)(O)[O-].[Mg+2].C(=O)(O)[O-]. Product: [C:1](=[O:2])([O-:4])[O-:3].[Ca+2:5].[C:6](=[O:7])([O-:9])[O-:8].[Mg+2:11]. The catalyst class is: 6. (8) Product: [Br:1][C:2]1[CH:7]=[N:6][CH:5]=[C:4]([CH2:8][Cl:12])[CH:3]=1. Reactant: [Br:1][C:2]1[CH:3]=[C:4]([CH2:8]O)[CH:5]=[N:6][CH:7]=1.S(Cl)([Cl:12])=O.[OH-].[Na+]. The catalyst class is: 2.